Dataset: Forward reaction prediction with 1.9M reactions from USPTO patents (1976-2016). Task: Predict the product of the given reaction. Given the reactants [S:1]1[CH:5]=[CH:4][CH:3]=[C:2]1[CH:6]=O.S([O-])([O-])(=O)=O.[Mg+2].[CH3:14][O:15][C:16]1[CH:17]=[C:18]([CH:20]=[CH:21][CH:22]=1)[NH2:19], predict the reaction product. The product is: [CH3:14][O:15][C:16]1[CH:17]=[C:18]([CH:20]=[CH:21][CH:22]=1)[N:19]=[CH:6][C:2]1[S:1][CH:5]=[CH:4][CH:3]=1.